Dataset: TCR-epitope binding with 47,182 pairs between 192 epitopes and 23,139 TCRs. Task: Binary Classification. Given a T-cell receptor sequence (or CDR3 region) and an epitope sequence, predict whether binding occurs between them. The epitope is TSNQVAVLY. The TCR CDR3 sequence is CASSLDASSASYEQYF. Result: 0 (the TCR does not bind to the epitope).